From a dataset of Rat liver microsome stability data. Regression/Classification. Given a drug SMILES string, predict its absorption, distribution, metabolism, or excretion properties. Task type varies by dataset: regression for continuous measurements (e.g., permeability, clearance, half-life) or binary classification for categorical outcomes (e.g., BBB penetration, CYP inhibition). Dataset: rlm. (1) The drug is Cc1cc(S(=O)(=O)C2CCCC2)cc(=O)n1[C@@H](CC1CCCCC1)C(=O)Nc1nccs1. The result is 1 (stable in rat liver microsomes). (2) The drug is Oc1c(CN2CCN(c3ccccn3)CC2)cc(Cl)c2cccnc12. The result is 1 (stable in rat liver microsomes).